From a dataset of Full USPTO retrosynthesis dataset with 1.9M reactions from patents (1976-2016). Predict the reactants needed to synthesize the given product. (1) The reactants are: [NH2:1][C:2]1[CH:7]=[CH:6][N:5]=[C:4](Cl)[N:3]=1.[NH2:9][C:10]1[CH:11]=[CH:12][C:13]([Cl:17])=[C:14]([OH:16])[CH:15]=1. Given the product [NH2:1][C:2]1[CH:7]=[CH:6][N:5]=[C:4]([NH:9][C:10]2[CH:11]=[CH:12][C:13]([Cl:17])=[C:14]([OH:16])[CH:15]=2)[N:3]=1, predict the reactants needed to synthesize it. (2) Given the product [CH2:50]([O:9][C:7]1[C:6]([F:10])=[C:5]([CH:11]([C:12]2[N:13]([C:23]([C:36]3[CH:37]=[CH:38][CH:39]=[CH:40][CH:41]=3)([C:30]3[CH:31]=[CH:32][CH:33]=[CH:34][CH:35]=3)[C:24]3[CH:29]=[CH:28][CH:27]=[CH:26][CH:25]=3)[CH:14]=[C:15]([C:17]3[CH:22]=[CH:21][CH:20]=[CH:19][CH:18]=3)[N:16]=2)[OH:42])[CH:4]=[C:3]([CH2:1][CH3:2])[CH:8]=1)[CH3:51], predict the reactants needed to synthesize it. The reactants are: [CH2:1]([C:3]1[CH:4]=[C:5]([CH:11]([OH:42])[C:12]2[N:13]([C:23]([C:36]3[CH:41]=[CH:40][CH:39]=[CH:38][CH:37]=3)([C:30]3[CH:35]=[CH:34][CH:33]=[CH:32][CH:31]=3)[C:24]3[CH:29]=[CH:28][CH:27]=[CH:26][CH:25]=3)[CH:14]=[C:15]([C:17]3[CH:22]=[CH:21][CH:20]=[CH:19][CH:18]=3)[N:16]=2)[C:6]([F:10])=[C:7]([OH:9])[CH:8]=1)[CH3:2].C([O-])([O-])=O.[K+].[K+].I[CH2:50][CH3:51]. (3) Given the product [F:1][C:2]1[CH:3]=[CH:4][C:5]([C:8]2([CH3:30])[NH:9][C:10]3[C:15]4[C:16](=[N:32][NH:33][C:25](=[O:26])[C:14]=4[CH:13]=[CH:12][CH:11]=3)[CH:17]2[C:18]2[N:19]([CH3:23])[CH:20]=[CH:21][N:22]=2)=[CH:6][CH:7]=1, predict the reactants needed to synthesize it. The reactants are: [F:1][C:2]1[CH:7]=[CH:6][C:5]([C:8]2([CH3:30])[CH:17]([C:18]3[N:19]([CH3:23])[CH:20]=[CH:21][N:22]=3)[C:16](=O)[C:15]3[C:14]([C:25](OCC)=[O:26])=[CH:13][CH:12]=[CH:11][C:10]=3[NH:9]2)=[CH:4][CH:3]=1.O.[NH2:32][NH2:33]. (4) Given the product [F:57][C:55]([F:56])([F:58])[C:54]([N:32]1[CH2:31][CH2:30][C:29]2[C:34](=[CH:35][CH:36]=[C:27]([O:26][CH2:25][CH2:24][N:19]3[CH2:23][CH2:22][CH2:21][CH2:20]3)[CH:28]=2)[CH:33]1[C:37]1[CH:38]=[CH:39][C:40]([OH:43])=[CH:41][CH:42]=1)=[O:59], predict the reactants needed to synthesize it. The reactants are: CCCC[N+](CCCC)(CCCC)CCCC.[F-].[N:19]1([CH2:24][CH2:25][O:26][C:27]2[CH:28]=[C:29]3[C:34](=[CH:35][CH:36]=2)[CH:33]([C:37]2[CH:42]=[CH:41][C:40]([O:43]S(C4C=CC(C)=CC=4)(=O)=O)=[CH:39][CH:38]=2)[N:32]([C:54](=[O:59])[C:55]([F:58])([F:57])[F:56])[CH2:31][CH2:30]3)[CH2:23][CH2:22][CH2:21][CH2:20]1. (5) Given the product [N:6]1[CH:7]=[N:8][N:9]2[CH:14]=[C:13]([C:15]3[O:16][C:17]4([CH2:32][CH2:31][C:30](=[CH:33][C:4]([NH2:2])=[O:5])[CH2:29][CH2:28]4)[C:18](=[O:27])[C:19]=3[C:20]3[CH:21]=[C:22]([CH3:26])[CH:23]=[CH:24][CH:25]=3)[CH:12]=[CH:11][C:10]=12, predict the reactants needed to synthesize it. The reactants are: C[N:2]([CH:4]=[O:5])C.[N:6]1[CH:7]=[N:8][N:9]2[CH:14]=[C:13]([C:15]3[O:16][C:17]4([CH2:32][CH2:31][CH:30]([CH2:33]C(O)=O)[CH2:29][CH2:28]4)[C:18](=[O:27])[C:19]=3[C:20]3[CH:21]=[C:22]([CH3:26])[CH:23]=[CH:24][CH:25]=3)[CH:12]=[CH:11][C:10]=12.C(Cl)(C(Cl)=O)=O.